This data is from In vitro SARS-CoV-2 activity screen of 1,480 approved drugs from Prestwick library. The task is: Binary Classification. Given a drug SMILES string, predict its activity (active/inactive) in a high-throughput screening assay against a specified biological target. (1) The molecule is CC(C)[N+](C)(CCC(C(N)=O)(c1ccccc1)c1ccccc1)C(C)C.[I-]. The result is 0 (inactive). (2) The molecule is O=C(O[C@H]1C[N+]2(CCCOc3ccccc3)CCC1CC2)C(O)(c1cccs1)c1cccs1.[Br-]. The result is 0 (inactive). (3) The drug is COc1ccc(C(=O)NCc2ccc(OCCN(C)C)cc2)cc1OC. The result is 0 (inactive). (4) The drug is COc1ccccc1OCC(O)CN1CCN(CC(=O)Nc2c(C)cccc2C)CC1. The result is 1 (active). (5) The compound is CCC1(C)CC(=O)NC(=O)C1. The result is 0 (inactive).